From a dataset of Catalyst prediction with 721,799 reactions and 888 catalyst types from USPTO. Predict which catalyst facilitates the given reaction. (1) Reactant: O[C:2]1([C:23]2[CH:28]=[CH:27][CH:26]=[C:25]([CH:29]([CH3:31])[CH3:30])[CH:24]=2)[C:6]2[CH:7]=[C:8]([NH:13][C:14](=[O:20])[CH2:15][C:16]([CH3:19])([CH3:18])[CH3:17])[C:9]([CH3:12])=[C:10]([CH3:11])[C:5]=2[O:4][C:3]1([CH3:22])[CH3:21]. The catalyst class is: 175. Product: [CH:29]([C:25]1[CH:24]=[C:23]([CH:2]2[C:6]3[CH:7]=[C:8]([NH:13][C:14](=[O:20])[CH2:15][C:16]([CH3:19])([CH3:18])[CH3:17])[C:9]([CH3:12])=[C:10]([CH3:11])[C:5]=3[O:4][C:3]2([CH3:22])[CH3:21])[CH:28]=[CH:27][CH:26]=1)([CH3:30])[CH3:31]. (2) Reactant: IC.[C:3](=O)([O-])[O-].[Cs+].[Cs+].[Cl:9][C:10]1[CH:19]=[C:18]([NH:20][S:21]([CH3:24])(=[O:23])=[O:22])[CH:17]=[CH:16][C:11]=1[C:12]([O:14][CH3:15])=[O:13]. Product: [Cl:9][C:10]1[CH:19]=[C:18]([N:20]([CH3:3])[S:21]([CH3:24])(=[O:23])=[O:22])[CH:17]=[CH:16][C:11]=1[C:12]([O:14][CH3:15])=[O:13]. The catalyst class is: 3. (3) Reactant: [F:1][C:2]1[CH:7]=[CH:6][C:5]([C:8]2[CH:13]=[CH:12][N:11]=[CH:10][C:9]=2[N:14]([CH3:34])[C:15](=[O:33])[C:16]2[CH:21]=[C:20]([S:22]CC[Si](C)(C)C)[CH:19]=[C:18]([C:29](F)(F)F)[CH:17]=2)=[C:4]([O:35][CH3:36])[CH:3]=1.[F-].C([N+](CCCC)(CCCC)CCCC)CCC.C(O)(=O)CC(CC(O)=O)(C(O)=O)O.CCOC(C)=O. Product: [F:1][C:2]1[CH:7]=[CH:6][C:5]([C:8]2[CH:13]=[CH:12][N:11]=[CH:10][C:9]=2[N:14]([CH3:34])[C:15](=[O:33])[C:16]2[CH:17]=[C:18]([CH3:29])[CH:19]=[C:20]([SH:22])[CH:21]=2)=[C:4]([O:35][CH3:36])[CH:3]=1. The catalyst class is: 1. (4) Reactant: Cl.[NH2:2][C:3]([NH2:5])=[NH2+:4].C(=O)([O-])[O-].[K+].[K+].O=[CH:13][C:14]#[C:15][C:16]1[C:24]2[C:19](=[CH:20][N:21]=[CH:22][CH:23]=2)[N:18](C(OC(C)(C)C)=O)[CH:17]=1. Product: [NH:18]1[C:19]2=[CH:20][N:21]=[CH:22][CH:23]=[C:24]2[C:16]([C:15]2[CH:14]=[CH:13][N:2]=[C:3]([NH2:5])[N:4]=2)=[CH:17]1. The catalyst class is: 141. (5) Reactant: B.O1CCCC1.[CH2:7]([O:14][C:15]1[CH:20]=[CH:19][C:18]([CH:21]([C:29]([N:31]([CH3:33])[CH3:32])=O)[C:22]2([OH:28])[CH2:27][CH2:26][CH2:25][CH2:24][CH2:23]2)=[CH:17][CH:16]=1)[C:8]1[CH:13]=[CH:12][CH:11]=[CH:10][CH:9]=1.Cl.[OH-].[Na+]. Product: [CH2:7]([O:14][C:15]1[CH:20]=[CH:19][C:18]([CH:21]([C:22]2([OH:28])[CH2:27][CH2:26][CH2:25][CH2:24][CH2:23]2)[CH2:29][N:31]([CH3:33])[CH3:32])=[CH:17][CH:16]=1)[C:8]1[CH:9]=[CH:10][CH:11]=[CH:12][CH:13]=1. The catalyst class is: 7. (6) Reactant: Cl[C:2]1[N:7]=[C:6]([O:8][CH3:9])[CH:5]=[CH:4][N:3]=1.N#N.[Br-].[CH2:13]([Zn+])[C:14]1[CH:19]=[CH:18][CH:17]=[CH:16][CH:15]=1. Product: [CH2:13]([C:2]1[N:7]=[C:6]([O:8][CH3:9])[CH:5]=[CH:4][N:3]=1)[C:14]1[CH:19]=[CH:18][CH:17]=[CH:16][CH:15]=1. The catalyst class is: 516.